From a dataset of Forward reaction prediction with 1.9M reactions from USPTO patents (1976-2016). Predict the product of the given reaction. (1) Given the reactants [F:1][C:2]1[CH:7]=[C:6]([C:8]([F:11])([F:10])[F:9])[CH:5]=[CH:4][C:3]=1[C@:12]12[CH2:17][C@H:16]1[CH2:15][NH:14][CH2:13]2.Br[CH2:19][CH2:20][CH2:21][O:22][Si:23]([C:26]([CH3:29])([CH3:28])[CH3:27])([CH3:25])[CH3:24].C(N(CC)CC)C.N[C@H](C(O)=O)CC1C=C2C(C=CC=C2)=CC=1, predict the reaction product. The product is: [CH3:28][C:26]([Si:23]([CH3:25])([CH3:24])[O:22][CH2:21][CH2:20][CH2:19][N:14]1[CH2:15][C@H:16]2[C@:12]([C:3]3[CH:4]=[CH:5][C:6]([C:8]([F:11])([F:10])[F:9])=[CH:7][C:2]=3[F:1])([CH2:17]2)[CH2:13]1)([CH3:27])[CH3:29]. (2) The product is: [Br:33][C:34]1[CH:41]=[CH:40][C:37]([CH2:38][C:10]([C:7]2[CH:8]=[CH:9][C:4]([F:3])=[C:5]([C:29]([F:32])([F:30])[F:31])[CH:6]=2)([C:15]2[CH:20]=[C:19]([O:21][C:22]([F:26])([F:27])[CH:23]([F:24])[F:25])[CH:18]=[C:17]([F:28])[CH:16]=2)[C:11]([O:13][CH3:14])=[O:12])=[CH:36][CH:35]=1. Given the reactants [H-].[Na+].[F:3][C:4]1[CH:9]=[CH:8][C:7]([CH:10]([C:15]2[CH:20]=[C:19]([O:21][C:22]([F:27])([F:26])[CH:23]([F:25])[F:24])[CH:18]=[C:17]([F:28])[CH:16]=2)[C:11]([O:13][CH3:14])=[O:12])=[CH:6][C:5]=1[C:29]([F:32])([F:31])[F:30].[Br:33][C:34]1[CH:41]=[CH:40][C:37]([CH2:38]Br)=[CH:36][CH:35]=1, predict the reaction product. (3) Given the reactants [N+:1]([C:4]1[CH:9]=[CH:8][CH:7]=[CH:6][C:5]=1[OH:10])([O-:3])=[O:2].C([O-])([O-])=O.[K+].[K+].[CH2:17](Br)[C:18]1[CH:23]=[CH:22][CH:21]=[CH:20][CH:19]=1, predict the reaction product. The product is: [CH2:17]([O:10][C:5]1[CH:6]=[CH:7][CH:8]=[CH:9][C:4]=1[N+:1]([O-:3])=[O:2])[C:18]1[CH:23]=[CH:22][CH:21]=[CH:20][CH:19]=1. (4) Given the reactants [CH2:1]([O:8][C:9]1[CH:10]=[C:11]([CH:14]=[CH:15][C:16]=1[O:17][CH3:18])[CH:12]=O)[C:2]1[CH:7]=[CH:6][CH:5]=[CH:4][CH:3]=1.C([O-])(=O)C.[NH4+].[N+:24]([CH2:27][CH3:28])([O-:26])=[O:25], predict the reaction product. The product is: [CH2:1]([O:8][C:9]1[CH:10]=[C:11](/[CH:12]=[C:27](/[N+:24]([O-:26])=[O:25])\[CH3:28])[CH:14]=[CH:15][C:16]=1[O:17][CH3:18])[C:2]1[CH:7]=[CH:6][CH:5]=[CH:4][CH:3]=1. (5) Given the reactants [CH3:1][C:2]1[CH:3]=[CH:4][CH:5]=[C:6]2[C:11]=1[N:10]=[C:9]([C:12]1[CH:17]=[CH:16][CH:15]=[CH:14][C:13]=1[CH3:18])[C:8]([CH2:19]O)=[CH:7]2.O=S(Cl)[Cl:23], predict the reaction product. The product is: [Cl:23][CH2:19][C:8]1[C:9]([C:12]2[CH:17]=[CH:16][CH:15]=[CH:14][C:13]=2[CH3:18])=[N:10][C:11]2[C:6]([CH:7]=1)=[CH:5][CH:4]=[CH:3][C:2]=2[CH3:1].